This data is from Forward reaction prediction with 1.9M reactions from USPTO patents (1976-2016). The task is: Predict the product of the given reaction. (1) Given the reactants [C:1]([C:5]1[CH:6]=[C:7]([Mg]Br)[CH:8]=[C:9]([C:11]([CH3:14])([CH3:13])[CH3:12])[CH:10]=1)([CH3:4])([CH3:3])[CH3:2].BrC1C=C(C(C)(C)C)C=C(C(C)(C)C)C=1.[Mg].CO[CH:35]1[C:43]2[C:38](=[C:39](Br)[CH:40]=[C:41]([C:44]([CH3:47])([CH3:46])[CH3:45])[CH:42]=2)[CH2:37][CH:36]1[CH3:49], predict the reaction product. The product is: [C:44]([C:41]1[CH:42]=[C:43]2[C:38](=[C:39]([C:7]3[CH:6]=[C:5]([C:1]([CH3:4])([CH3:3])[CH3:2])[CH:10]=[C:9]([C:11]([CH3:14])([CH3:13])[CH3:12])[CH:8]=3)[CH:40]=1)[CH2:37][C:36]([CH3:49])=[CH:35]2)([CH3:47])([CH3:45])[CH3:46]. (2) Given the reactants [Br:1]N1C(C)(C)C(=O)N(Br)C1=O.C1([C@H](N)C)C=CC=CC=1.[C@H:21]1([C:27]([OH:29])=[O:28])[CH2:26][CH2:25][CH:24]=[CH:23][CH2:22]1.C(OCC)(=O)C.S([O-])([O-])(=O)=S.[Na+].[Na+], predict the reaction product. The product is: [Br:1][C@@H:24]1[C@@H:25]2[CH2:26][C@@H:21]([C:27](=[O:29])[O:28]2)[CH2:22][CH2:23]1. (3) Given the reactants [NH2:1][C:2]1[CH:15]=[C:14]([C:16]2[CH2:20][C:19]([C:25]3[CH:30]=[C:29]([Cl:31])[CH:28]=[C:27]([Cl:32])[CH:26]=3)([C:21]([F:24])([F:23])[F:22])[O:18][N:17]=2)[CH:13]=[CH:12][C:3]=1[C:4]([NH:6][CH2:7][C:8]([F:11])([F:10])[F:9])=[O:5].C(N(CC)CC)C.[C:40](OC(=O)C)(=[O:42])[CH3:41], predict the reaction product. The product is: [C:40]([NH:1][C:2]1[CH:15]=[C:14]([C:16]2[CH2:20][C:19]([C:25]3[CH:30]=[C:29]([Cl:31])[CH:28]=[C:27]([Cl:32])[CH:26]=3)([C:21]([F:24])([F:23])[F:22])[O:18][N:17]=2)[CH:13]=[CH:12][C:3]=1[C:4]([NH:6][CH2:7][C:8]([F:10])([F:9])[F:11])=[O:5])(=[O:42])[CH3:41]. (4) Given the reactants [Cl:1][C:2]1[C:11]2[N:10]([CH3:12])[CH2:9][CH2:8][O:7][C:6]=2[C:5]2=[N:13][N:14]=[CH:15][N:4]2[N:3]=1.[Br:16]N1C(=O)CCC1=O, predict the reaction product. The product is: [Br:16][C:15]1[N:4]2[N:3]=[C:2]([Cl:1])[C:11]3[N:10]([CH3:12])[CH2:9][CH2:8][O:7][C:6]=3[C:5]2=[N:13][N:14]=1. (5) Given the reactants [C:1]([S:4][CH2:5][CH2:6][NH:7][C:8](=[O:51])[CH2:9][CH2:10][NH:11][C:12](=[O:50])[C@H:13]([OH:49])[C:14]([CH3:48])([CH3:47])[CH2:15][O:16][P:17]([OH:46])(=[O:45])[O:18][P:19]([OH:44])(=[O:43])[O:20][CH2:21][C@H:22]1[O:26][C@@H:25]([N:27]2[C:36]3[N:35]=[CH:34][N:33]=[C:31]([NH2:32])[C:30]=3[N:29]=[CH:28]2)[C@H:24]([OH:37])[C@@H:23]1[O:38][P:39]([OH:42])([OH:41])=[O:40])(=[O:3])[CH3:2].[OH:52][C:53](CCCC[C@H]1[C@@H]2[C@@H](NC(N2)=O)CS1)=[O:54], predict the reaction product. The product is: [C:1]([S:4][CH2:5][CH2:6][NH:7][C:8](=[O:51])[CH2:9][CH2:10][NH:11][C:12](=[O:50])[C@H:13]([OH:49])[C:14]([CH3:47])([CH3:48])[CH2:15][O:16][P:17]([OH:46])(=[O:45])[O:18][P:19]([OH:44])(=[O:43])[O:20][CH2:21][C@H:22]1[O:26][C@@H:25]([N:27]2[C:36]3[N:35]=[CH:34][N:33]=[C:31]([NH2:32])[C:30]=3[N:29]=[CH:28]2)[C@H:24]([OH:37])[C@@H:23]1[O:38][P:39]([OH:42])([OH:41])=[O:40])(=[O:3])[CH2:2][C:53]([OH:54])=[O:52]. (6) The product is: [CH3:14][N:15]([CH3:52])[C:16]1([C:46]2[CH:51]=[CH:50][CH:49]=[CH:48][CH:47]=2)[CH2:21][CH2:20][CH:19]([CH2:22][O:23][CH2:24][C:25]2[C:33]3[C:28](=[CH:29][CH:30]=[C:31]([O:34][C:35]([F:38])([F:36])[F:37])[CH:32]=3)[NH:27][CH:26]=2)[CH2:18][CH2:17]1. Given the reactants O.[F-].C([N+](C)(C)C)C1C=CC=CC=1.[CH3:14][N:15]([CH3:52])[C:16]1([C:46]2[CH:51]=[CH:50][CH:49]=[CH:48][CH:47]=2)[CH2:21][CH2:20][CH:19]([CH2:22][O:23][CH2:24][C:25]2[C:33]3[C:28](=[CH:29][CH:30]=[C:31]([O:34][C:35]([F:38])([F:37])[F:36])[CH:32]=3)[NH:27][C:26]=2[Si](CC)(CC)CC)[CH2:18][CH2:17]1, predict the reaction product. (7) Given the reactants [F:1][C:2]1[C:3]([N:13]2[CH2:18][CH2:17][NH:16][CH2:15][CH2:14]2)=[C:4]2[C:9](=[CH:10][CH:11]=1)[N:8]=[C:7]([CH3:12])[CH:6]=[CH:5]2.Cl[CH2:20][C:21]([C:23]1[CH:24]=[CH:25][C:26]2[O:31][CH2:30][C:29](=[O:32])[N:28]([CH3:33])[C:27]=2[CH:34]=1)=[O:22], predict the reaction product. The product is: [F:1][C:2]1[C:3]([N:13]2[CH2:14][CH2:15][N:16]([CH2:20][C:21]([C:23]3[CH:24]=[CH:25][C:26]4[O:31][CH2:30][C:29](=[O:32])[N:28]([CH3:33])[C:27]=4[CH:34]=3)=[O:22])[CH2:17][CH2:18]2)=[C:4]2[C:9](=[CH:10][CH:11]=1)[N:8]=[C:7]([CH3:12])[CH:6]=[CH:5]2. (8) The product is: [CH2:36]([C:3]([OH:31])([CH2:32][CH3:33])[C:4]([N:7]1[CH:11]=[C:10]([NH:12][C:13](=[O:30])[CH:14]([NH:18][C:19](=[O:29])[CH2:20][C:21]2[CH:26]=[C:25]([F:27])[CH:24]=[C:23]([F:28])[CH:22]=2)[CH2:15][CH2:16][CH3:17])[N:9]=[CH:8]1)([CH3:6])[CH3:5])[CH3:37]. Given the reactants CO[C:3](=[O:31])[C:4]([N:7]1[CH:11]=[C:10]([NH:12][C:13](=[O:30])[CH:14]([NH:18][C:19](=[O:29])[CH2:20][C:21]2[CH:26]=[C:25]([F:27])[CH:24]=[C:23]([F:28])[CH:22]=2)[CH2:15][CH2:16][CH3:17])[N:9]=[CH:8]1)([CH3:6])[CH3:5].[CH2:32]([Li])[CH3:33].O1CC[CH2:37][CH2:36]1, predict the reaction product. (9) Given the reactants [F:1][C:2]1[CH:21]=[CH:20][C:5]2[C:6]([C:9]3[CH:14]=[CH:13][C:12]([O:15][CH2:16][C@H:17]4[CH2:19][O:18]4)=[CH:11][CH:10]=3)=[N:7][O:8][C:4]=2[CH:3]=1.C[N:23]([CH3:26])C=O, predict the reaction product. The product is: [F:1][C:2]1[CH:21]=[CH:20][C:5]2[C:6]([C:9]3[CH:10]=[CH:11][C:12]([O:15][CH2:16][C@H:17]([OH:18])[CH2:19][NH:23][CH2:26][C:4]4[CH:5]=[CH:20][CH:21]=[C:2]([F:1])[CH:3]=4)=[CH:13][CH:14]=3)=[N:7][O:8][C:4]=2[CH:3]=1. (10) Given the reactants C[O:2][C:3](=O)[CH2:4][C:5]([C:7]1[CH:12]=[C:11]([Br:13])[CH:10]=[CH:9][C:8]=1[O:14][CH3:15])=O.Cl.[NH2:18][C:19]([NH2:21])=[NH:20].[O-]CC.[Na+], predict the reaction product. The product is: [NH2:20][C:19]1[NH:21][C:3](=[O:2])[CH:4]=[C:5]([C:7]2[CH:12]=[C:11]([Br:13])[CH:10]=[CH:9][C:8]=2[O:14][CH3:15])[N:18]=1.